This data is from Full USPTO retrosynthesis dataset with 1.9M reactions from patents (1976-2016). The task is: Predict the reactants needed to synthesize the given product. (1) Given the product [F:22][C:23]1[CH:24]=[CH:25][C:26]([C:45]([F:48])([F:46])[F:47])=[C:27]([CH2:29][CH2:30][C@H:31]2[C:40]3[C:35](=[CH:36][C:37]([O:43][CH3:44])=[C:38]([O:41][CH3:42])[CH:39]=3)[CH2:34][CH2:33][N:32]2[C@H:4]([C:5]2[CH:6]=[CH:7][CH:8]=[CH:9][CH:10]=2)[C:1]([NH2:2])=[O:3])[CH:28]=1, predict the reactants needed to synthesize it. The reactants are: [C:1]([CH:4](OS(C1C=CC(C)=CC=1)(=O)=O)[C:5]1[CH:10]=[CH:9][CH:8]=[CH:7][CH:6]=1)(=[O:3])[NH2:2].[F:22][C:23]1[CH:24]=[CH:25][C:26]([C:45]([F:48])([F:47])[F:46])=[C:27]([CH2:29][CH2:30][C@H:31]2[C:40]3[C:35](=[CH:36][C:37]([O:43][CH3:44])=[C:38]([O:41][CH3:42])[CH:39]=3)[CH2:34][CH2:33][NH:32]2)[CH:28]=1. (2) Given the product [CH2:1]([O:3][C:4]([C@@H:6]1[CH2:7][CH2:8][C@H:9]([O:12][C:13]2[CH:28]=[CH:27][C:16]([C:17]([O:19][CH2:20][C:21]3[CH:22]=[CH:23][CH:24]=[CH:25][CH:26]=3)=[O:18])=[C:15]([O:29][CH3:32])[CH:14]=2)[CH2:10][CH2:11]1)=[O:5])[CH3:2], predict the reactants needed to synthesize it. The reactants are: [CH2:1]([O:3][C:4]([C@@H:6]1[CH2:11][CH2:10][C@H:9]([O:12][C:13]2[CH:28]=[CH:27][C:16]([C:17]([O:19][CH2:20][C:21]3[CH:26]=[CH:25][CH:24]=[CH:23][CH:22]=3)=[O:18])=[C:15]([OH:29])[CH:14]=2)[CH2:8][CH2:7]1)=[O:5])[CH3:2].IC.[C:32](=O)([O-])[O-].[K+].[K+].CN(C=O)C. (3) Given the product [CH2:9]([N:14]1[C:15](=[O:16])[C:11]2([C:4]3[C:5](=[CH:6][CH:7]=[C:2]([Br:1])[CH:3]=3)[O:8][CH:9]([C:18]3[CH:19]=[CH:20][CH:21]=[CH:22][CH:23]=3)[CH2:10]2)[N:12]=[C:13]1[S:17][CH2:11][C:4]1[CH:5]=[CH:6][CH:7]=[CH:2][CH:3]=1)[C:18]1[CH:23]=[CH:22][CH:21]=[CH:20][CH:19]=1, predict the reactants needed to synthesize it. The reactants are: [Br:1][C:2]1[CH:3]=[C:4]2[C:11]3([C:15](=[O:16])[NH:14][C:13](=[S:17])[NH:12]3)[CH2:10][CH:9]([C:18]3[CH:23]=[CH:22][CH:21]=[CH:20][CH:19]=3)[O:8][C:5]2=[CH:6][CH:7]=1.[OH-].[Na+].CI.